From a dataset of NCI-60 drug combinations with 297,098 pairs across 59 cell lines. Regression. Given two drug SMILES strings and cell line genomic features, predict the synergy score measuring deviation from expected non-interaction effect. (1) Drug 1: CN(C(=O)NC(C=O)C(C(C(CO)O)O)O)N=O. Drug 2: C1CNP(=O)(OC1)N(CCCl)CCCl. Cell line: UACC-257. Synergy scores: CSS=0.560, Synergy_ZIP=0.623, Synergy_Bliss=0.184, Synergy_Loewe=0.177, Synergy_HSA=-0.534. (2) Drug 1: CC1=CC=C(C=C1)C2=CC(=NN2C3=CC=C(C=C3)S(=O)(=O)N)C(F)(F)F. Drug 2: COC1=C2C(=CC3=C1OC=C3)C=CC(=O)O2. Cell line: MCF7. Synergy scores: CSS=-1.45, Synergy_ZIP=-1.89, Synergy_Bliss=-5.60, Synergy_Loewe=-2.85, Synergy_HSA=-3.33. (3) Drug 1: C1CN(CCN1C(=O)CCBr)C(=O)CCBr. Drug 2: CN(C(=O)NC(C=O)C(C(C(CO)O)O)O)N=O. Cell line: NCI-H460. Synergy scores: CSS=49.8, Synergy_ZIP=0.0498, Synergy_Bliss=-4.13, Synergy_Loewe=-31.2, Synergy_HSA=-6.17. (4) Drug 1: CC1=C(C=C(C=C1)C(=O)NC2=CC(=CC(=C2)C(F)(F)F)N3C=C(N=C3)C)NC4=NC=CC(=N4)C5=CN=CC=C5. Drug 2: C1=NNC2=C1C(=O)NC=N2. Cell line: UO-31. Synergy scores: CSS=2.12, Synergy_ZIP=0.114, Synergy_Bliss=1.43, Synergy_Loewe=-2.90, Synergy_HSA=-2.48. (5) Drug 1: CCC1=CC2CC(C3=C(CN(C2)C1)C4=CC=CC=C4N3)(C5=C(C=C6C(=C5)C78CCN9C7C(C=CC9)(C(C(C8N6C)(C(=O)OC)O)OC(=O)C)CC)OC)C(=O)OC.C(C(C(=O)O)O)(C(=O)O)O. Drug 2: CC(C1=C(C=CC(=C1Cl)F)Cl)OC2=C(N=CC(=C2)C3=CN(N=C3)C4CCNCC4)N. Cell line: KM12. Synergy scores: CSS=58.3, Synergy_ZIP=-4.11, Synergy_Bliss=-5.37, Synergy_Loewe=-5.59, Synergy_HSA=0.259. (6) Drug 1: C1CCN(CC1)CCOC2=CC=C(C=C2)C(=O)C3=C(SC4=C3C=CC(=C4)O)C5=CC=C(C=C5)O. Drug 2: CC1CCC2CC(C(=CC=CC=CC(CC(C(=O)C(C(C(=CC(C(=O)CC(OC(=O)C3CCCCN3C(=O)C(=O)C1(O2)O)C(C)CC4CCC(C(C4)OC)OCCO)C)C)O)OC)C)C)C)OC. Cell line: SK-MEL-2. Synergy scores: CSS=19.4, Synergy_ZIP=4.40, Synergy_Bliss=4.13, Synergy_Loewe=-10.2, Synergy_HSA=1.29. (7) Drug 1: CC12CCC3C(C1CCC2NC(=O)OCC(F)(F)F)CCC4C3(C=CC(=O)N4C)C. Drug 2: CCN(CC)CCNC(=O)C1=C(NC(=C1C)C=C2C3=C(C=CC(=C3)F)NC2=O)C. Cell line: SW-620. Synergy scores: CSS=61.1, Synergy_ZIP=2.96, Synergy_Bliss=3.04, Synergy_Loewe=-12.7, Synergy_HSA=3.20. (8) Drug 1: CCN(CC)CCNC(=O)C1=C(NC(=C1C)C=C2C3=C(C=CC(=C3)F)NC2=O)C. Drug 2: B(C(CC(C)C)NC(=O)C(CC1=CC=CC=C1)NC(=O)C2=NC=CN=C2)(O)O. Cell line: MALME-3M. Synergy scores: CSS=50.7, Synergy_ZIP=-1.53, Synergy_Bliss=-1.18, Synergy_Loewe=-4.88, Synergy_HSA=-4.19. (9) Drug 1: CC1C(C(CC(O1)OC2CC(OC(C2O)C)OC3=CC4=CC5=C(C(=O)C(C(C5)C(C(=O)C(C(C)O)O)OC)OC6CC(C(C(O6)C)O)OC7CC(C(C(O7)C)O)OC8CC(C(C(O8)C)O)(C)O)C(=C4C(=C3C)O)O)O)O. Drug 2: CC(C)NC(=O)C1=CC=C(C=C1)CNNC.Cl. Cell line: UACC62. Synergy scores: CSS=46.9, Synergy_ZIP=0.453, Synergy_Bliss=0.495, Synergy_Loewe=-21.3, Synergy_HSA=-0.0437.